Dataset: Catalyst prediction with 721,799 reactions and 888 catalyst types from USPTO. Task: Predict which catalyst facilitates the given reaction. Reactant: CCCP1(OP(CCC)(=O)OP(CCC)(=O)O1)=O.[C:19]1([C:25]2[N:26]=[C:27]3[N:32]=[C:31]([NH2:33])[CH:30]=[CH:29][N:28]3[CH:34]=2)[CH:24]=[CH:23][CH:22]=[CH:21][CH:20]=1.[CH2:35]([O:37][C:38]([C:40]1[C:44]([C:45](O)=[O:46])=[CH:43][N:42]([CH3:48])[N:41]=1)=[O:39])[CH3:36].C(C(N(C(C)C)C(C)C)C)C. Product: [CH2:35]([O:37][C:38]([C:40]1[C:44]([C:45](=[O:46])[NH:33][C:31]2[CH:30]=[CH:29][N:28]3[CH:34]=[C:25]([C:19]4[CH:20]=[CH:21][CH:22]=[CH:23][CH:24]=4)[N:26]=[C:27]3[N:32]=2)=[CH:43][N:42]([CH3:48])[N:41]=1)=[O:39])[CH3:36]. The catalyst class is: 13.